From a dataset of Reaction yield outcomes from USPTO patents with 853,638 reactions. Predict the reaction yield, written as a fraction of the theoretical maximum amount of product (1.0 means a 100% yield; for example, 0.34 means a 34% yield). The reactants are [C:1]([O:5][C:6]([NH:8][CH2:9][CH2:10][CH2:11][CH2:12][CH:13]([NH:49][C:50](=[O:71])[CH2:51][CH2:52][NH:53][C:54]([C:56]1[CH:61]=[CH:60][C:59]([C:62]2[CH:67]=[CH:66][C:65]([CH2:68][CH2:69][CH3:70])=[CH:64][CH:63]=2)=[CH:58][CH:57]=1)=[O:55])[C:14]([N:16]([CH3:48])[C@H:17]1[C:34]2[CH:35]=[C:30]([C:31]([O:36][CH3:37])=[CH:32][CH:33]=2)[C:29]2=[CH:38][C:25](=[CH:26][CH:27]=[C:28]2[O:39][CH3:40])[CH2:24][C@@H:23]([C:41]([O:43]C)=[O:42])[NH:22][C:21](=[O:45])[C@H:20]([CH3:46])[NH:19][C:18]1=[O:47])=[O:15])=[O:7])([CH3:4])([CH3:3])[CH3:2].[Li+].[OH-]. The catalyst is C1COCC1.CO. The product is [C:1]([O:5][C:6]([NH:8][CH2:9][CH2:10][CH2:11][CH2:12][CH:13]([NH:49][C:50](=[O:71])[CH2:51][CH2:52][NH:53][C:54]([C:56]1[CH:57]=[CH:58][C:59]([C:62]2[CH:63]=[CH:64][C:65]([CH2:68][CH2:69][CH3:70])=[CH:66][CH:67]=2)=[CH:60][CH:61]=1)=[O:55])[C:14]([N:16]([CH3:48])[C@H:17]1[C:34]2[CH:35]=[C:30]([C:31]([O:36][CH3:37])=[CH:32][CH:33]=2)[C:29]2=[CH:38][C:25](=[CH:26][CH:27]=[C:28]2[O:39][CH3:40])[CH2:24][C@@H:23]([C:41]([OH:43])=[O:42])[NH:22][C:21](=[O:45])[C@H:20]([CH3:46])[NH:19][C:18]1=[O:47])=[O:15])=[O:7])([CH3:4])([CH3:2])[CH3:3]. The yield is 0.940.